From a dataset of Full USPTO retrosynthesis dataset with 1.9M reactions from patents (1976-2016). Predict the reactants needed to synthesize the given product. Given the product [CH3:26][O:27][CH2:28][CH2:29][N:30]([CH3:38])[C:31]1[N:32]=[CH:33][C:34]([NH:37][C:9]([C:11]2[O:15][C:14]([C:16]3[CH:21]=[CH:20][CH:19]=[CH:18][C:17]=3[Cl:22])=[N:13][C:12]=2[CH2:23][CH2:24][CH3:25])=[O:10])=[CH:35][CH:36]=1, predict the reactants needed to synthesize it. The reactants are: O=C1CCC(=O)N1O[C:9]([C:11]1[O:15][C:14]([C:16]2[CH:21]=[CH:20][CH:19]=[CH:18][C:17]=2[Cl:22])=[N:13][C:12]=1[CH2:23][CH2:24][CH3:25])=[O:10].[CH3:26][O:27][CH2:28][CH2:29][N:30]([CH3:38])[C:31]1[CH:36]=[CH:35][C:34]([NH2:37])=[CH:33][N:32]=1.